Predict the reactants needed to synthesize the given product. From a dataset of Full USPTO retrosynthesis dataset with 1.9M reactions from patents (1976-2016). (1) Given the product [CH:4]([C:3]1[N:7]=[C:20]([CH2:19][CH2:18][NH:17][C:15](=[O:16])[O:14][C:10]([CH3:13])([CH3:12])[CH3:11])[O:1][N:2]=1)([CH3:6])[CH3:5], predict the reactants needed to synthesize it. The reactants are: [OH:1][NH:2][C:3](=[NH:7])[CH:4]([CH3:6])[CH3:5].[H-].[Na+].[C:10]([O:14][C:15]([NH:17][CH2:18][CH2:19][C:20](OC)=O)=[O:16])([CH3:13])([CH3:12])[CH3:11].O. (2) Given the product [Cl:15][C:9]1[CH:8]=[CH:7][C:6]2[C:11](=[CH:12][CH:13]=[CH:14][C:5]=2[CH2:4][CH2:3][OH:2])[N:10]=1, predict the reactants needed to synthesize it. The reactants are: C[O:2][C:3](=O)[CH2:4][C:5]1[CH:14]=[CH:13][CH:12]=[C:11]2[C:6]=1[CH:7]=[CH:8][C:9]([Cl:15])=[N:10]2.C1COCC1.[H-].[H-].[H-].[H-].[Li+].[Al+3].C(OCC)(=O)C. (3) Given the product [NH2:23][C:11]1[N:10]=[C:9]([NH:8][CH:3]2[CH2:4][CH2:5][CH2:6][CH2:7][CH:2]2[NH:1][C:26](=[O:25])[O:28][C:29]([CH3:32])([CH3:31])[CH3:30])[CH:14]=[C:13]([C:15]2[CH:20]=[CH:19][CH:18]=[C:17]([CH3:21])[C:16]=2[CH3:22])[N:12]=1, predict the reactants needed to synthesize it. The reactants are: [NH2:1][CH:2]1[CH2:7][CH2:6][CH2:5][CH2:4][CH:3]1[NH:8][C:9]1[CH:14]=[C:13]([C:15]2[CH:20]=[CH:19][CH:18]=[C:17]([CH3:21])[C:16]=2[CH3:22])[N:12]=[C:11]([NH2:23])[N:10]=1.C(=O)(OC(C)(C)C)[O:25][C:26]([O:28][C:29]([CH3:32])([CH3:31])[CH3:30])=O.CCN(CC)CC.